This data is from Reaction yield outcomes from USPTO patents with 853,638 reactions. The task is: Predict the reaction yield, written as a fraction of the theoretical maximum amount of product (1.0 means a 100% yield; for example, 0.34 means a 34% yield). (1) The reactants are [NH2:1][C:2]1[S:10][C:9]2[C:4](=[N:5][C:6]([Cl:11])=[CH:7][CH:8]=2)[C:3]=1[C:12]([O:14][CH2:15][CH3:16])=[O:13].[CH3:17][C:18]([O:21][C:22](O[C:22]([O:21][C:18]([CH3:20])([CH3:19])[CH3:17])=[O:23])=[O:23])([CH3:20])[CH3:19]. The catalyst is CC#N.CN(C1C=CN=CC=1)C. The product is [C:18]([O:21][C:22]([NH:1][C:2]1[S:10][C:9]2[C:4](=[N:5][C:6]([Cl:11])=[CH:7][CH:8]=2)[C:3]=1[C:12]([O:14][CH2:15][CH3:16])=[O:13])=[O:23])([CH3:20])([CH3:19])[CH3:17]. The yield is 0.700. (2) The reactants are [CH2:1]([C:3]1[S:29][C:6]2[N:7]([CH2:13][C:14]3[CH:19]=[CH:18][C:17]([C:20]4[C:21]([C:26]#[N:27])=[CH:22][CH:23]=[CH:24][CH:25]=4)=[CH:16][C:15]=3[F:28])[C:8](=[O:12])[NH:9][C:10](=[O:11])[C:5]=2[CH:4]=1)[CH3:2].[CH:30]([O:33][C:34]1[CH:39]=[CH:38][C:37](B(O)O)=[CH:36][CH:35]=1)([CH3:32])[CH3:31].C(N(CC)CC)C.N1C=CC=CC=1. The catalyst is ClCCl.C(OCC)(=O)C.C([O-])(=O)C.[Cu+2].C([O-])(=O)C. The product is [CH2:1]([C:3]1[S:29][C:6]2[N:7]([CH2:13][C:14]3[CH:19]=[CH:18][C:17]([C:20]4[C:21]([C:26]#[N:27])=[CH:22][CH:23]=[CH:24][CH:25]=4)=[CH:16][C:15]=3[F:28])[C:8](=[O:12])[N:9]([C:37]3[CH:38]=[CH:39][C:34]([O:33][CH:30]([CH3:32])[CH3:31])=[CH:35][CH:36]=3)[C:10](=[O:11])[C:5]=2[CH:4]=1)[CH3:2]. The yield is 0.750. (3) The reactants are [C:1]1([CH2:7][C:8]([NH2:10])=[O:9])[CH:6]=[CH:5][CH:4]=[CH:3][CH:2]=1.C(Cl)(=O)[C:12](Cl)=[O:13].[NH2:17][C:18]1[CH:38]=[CH:37][C:21]([O:22][C:23]2[CH:28]=[CH:27][N:26]=[C:25]([NH:29][C:30]([N:32]3[CH2:36][CH2:35][CH2:34][CH2:33]3)=[O:31])[CH:24]=2)=[C:20]([F:39])[CH:19]=1.C(OCC)(=O)C. The catalyst is ClCCCl.CN(C)C=O.CCCCCC. The product is [F:39][C:20]1[CH:19]=[C:18]([NH:17][C:12]([NH:10][C:8](=[O:9])[CH2:7][C:1]2[CH:6]=[CH:5][CH:4]=[CH:3][CH:2]=2)=[O:13])[CH:38]=[CH:37][C:21]=1[O:22][C:23]1[CH:28]=[CH:27][N:26]=[C:25]([NH:29][C:30]([N:32]2[CH2:33][CH2:34][CH2:35][CH2:36]2)=[O:31])[CH:24]=1. The yield is 0.750. (4) The yield is 0.0200. The reactants are CC1(C)C2C=CC=C(P(C3C=CC=CC=3)C3C=CC=CC=3)C=2OC2C1=CC=CC=2P(C1C=CC=CC=1)C1C=CC=CC=1.FC(F)(F)S(O[C:49]1[N:50]=[CH:51][C:52]2[C:57]([CH:58]=1)=[CH:56][CH:55]=[CH:54][C:53]=2[O:59][CH3:60])(=O)=O.C(=O)([O-])[O-].[Cs+].[Cs+].[NH2:69][C:70]1[N:71]=[C:72]([O:78][C@H:79]([CH3:84])[CH2:80][N:81]([CH3:83])[CH3:82])[C:73]([C:76]#[N:77])=[N:74][CH:75]=1. The product is [CH3:83][N:81]([CH3:82])[CH2:80][C@H:79]([O:78][C:72]1[C:73]([C:76]#[N:77])=[N:74][CH:75]=[C:70]([NH:69][C:49]2[N:50]=[CH:51][C:52]3[C:57]([CH:58]=2)=[CH:56][CH:55]=[CH:54][C:53]=3[O:59][CH3:60])[N:71]=1)[CH3:84]. The catalyst is C1(C)C=CC=CC=1.CN(C=O)C.C1C=CC(/C=C/C(/C=C/C2C=CC=CC=2)=O)=CC=1.C1C=CC(/C=C/C(/C=C/C2C=CC=CC=2)=O)=CC=1.C1C=CC(/C=C/C(/C=C/C2C=CC=CC=2)=O)=CC=1.[Pd].[Pd]. (5) The reactants are Cl.[Cl:2][C:3]1[CH:4]=[C:5]([NH:17][C:18]2[C:19]3[C:26]4[CH2:27][CH2:28][C:29]5([CH2:34][C:25]=4[S:24][C:20]=3[N:21]=[CH:22][N:23]=2)OCC[O:30]5)[CH:6]=[CH:7][C:8]=1[O:9][CH2:10][C:11]1[CH:16]=[CH:15][CH:14]=[CH:13][N:12]=1. The catalyst is C(O)(=O)C.O. The product is [ClH:2].[Cl:2][C:3]1[CH:4]=[C:5]([NH:17][C:18]2[C:19]3[C:26]4[CH2:27][CH2:28][C:29](=[O:30])[CH2:34][C:25]=4[S:24][C:20]=3[N:21]=[CH:22][N:23]=2)[CH:6]=[CH:7][C:8]=1[O:9][CH2:10][C:11]1[CH:16]=[CH:15][CH:14]=[CH:13][N:12]=1. The yield is 0.890. (6) The catalyst is C(OCC)(=O)C.O. The product is [CH3:1][C:2]1[CH:3]=[C:4]([C:19]2[S:23][C:22]([CH2:24][C:25]3([C:31]([OH:33])=[O:32])[CH2:29][CH2:28][NH:27][C:26]3=[O:30])=[N:21][CH:20]=2)[CH:5]=[C:6]([NH:8][C:9]2[N:14]=[C:13]([C:15]([F:16])([F:17])[F:18])[CH:12]=[CH:11][N:10]=2)[CH:7]=1. The yield is 0.660. The reactants are [CH3:1][C:2]1[CH:3]=[C:4]([C:19]2[S:23][C:22]([CH2:24][C:25]3([C:31]([O:33]CC)=[O:32])[CH2:29][CH2:28][NH:27][C:26]3=[O:30])=[N:21][CH:20]=2)[CH:5]=[C:6]([NH:8][C:9]2[N:14]=[C:13]([C:15]([F:18])([F:17])[F:16])[CH:12]=[CH:11][N:10]=2)[CH:7]=1.O1CCCC1.CO.[OH-].[Li+].